This data is from Catalyst prediction with 721,799 reactions and 888 catalyst types from USPTO. The task is: Predict which catalyst facilitates the given reaction. Reactant: [C:1]([O:7][C:8]([CH3:11])([CH3:10])[CH3:9])(=[O:6])[CH2:2][C:3]([CH3:5])=O.[Cl:12][C:13]1[CH:20]=[CH:19][C:16]([CH:17]=O)=[CH:15][CH:14]=1.[NH4+:21].[OH-:22]. Product: [Cl:12][C:13]1[CH:20]=[CH:19][C:16]([CH:17]2[C:2]([C:1]([O:7][C:8]([CH3:11])([CH3:10])[CH3:9])=[O:6])=[C:3]([CH3:5])[NH:21][C:3]([CH3:5])=[C:2]2[C:1]([O:7][C:8]([CH3:11])([CH3:10])[CH3:9])=[O:22])=[CH:15][CH:14]=1. The catalyst class is: 271.